This data is from Forward reaction prediction with 1.9M reactions from USPTO patents (1976-2016). The task is: Predict the product of the given reaction. (1) Given the reactants [NH2:1][C:2]1[CH:7]=[C:6](Cl)[CH:5]=[CH:4][N:3]=1.[OH:9][C:10]1[CH:11]=[CH:12][C:13]([N+:20]([O-:22])=[O:21])=[C:14]([C:16]([F:19])([F:18])[F:17])[CH:15]=1.C(N(C(C)C)CC)(C)C, predict the reaction product. The product is: [N+:20]([C:13]1[CH:12]=[CH:11][C:10]([O:9][C:6]2[CH:5]=[CH:4][N:3]=[C:2]([NH2:1])[CH:7]=2)=[CH:15][C:14]=1[C:16]([F:17])([F:18])[F:19])([O-:22])=[O:21]. (2) Given the reactants Cl.[CH2:2]([NH:9][C:10](=[NH:13])[CH2:11][CH3:12])[C:3]1[CH:8]=[CH:7][CH:6]=[CH:5][CH:4]=1.C(=O)([O-])[O-].[K+].[K+].C(Cl)Cl.Br/[C:24](=[CH:27]/OC1CCCCC1)/[CH:25]=[O:26], predict the reaction product. The product is: [CH2:2]([N:9]1[C:24]([CH:25]=[O:26])=[CH:27][N:13]=[C:10]1[CH2:11][CH3:12])[C:3]1[CH:8]=[CH:7][CH:6]=[CH:5][CH:4]=1. (3) Given the reactants Br[C:2]1[C:10]2[N:9]=[C:8]3[N:11]([C:15]4[CH:20]=[CH:19][C:18]([O:21][CH3:22])=[CH:17][C:16]=4[CH3:23])[CH2:12][CH2:13][CH2:14][N:7]3[C:6]=2[C:5]([CH:24]([OH:29])[C:25]([F:28])([F:27])[F:26])=[CH:4][CH:3]=1.[CH3:30][O-:31].[Na+], predict the reaction product. The product is: [F:28][C:25]([F:26])([F:27])[CH:24]([C:5]1[C:6]2[N:7]3[CH2:14][CH2:13][CH2:12][N:11]([C:15]4[CH:20]=[CH:19][C:18]([O:21][CH3:22])=[CH:17][C:16]=4[CH3:23])[C:8]3=[N:9][C:10]=2[C:2]([O:31][CH3:30])=[CH:3][CH:4]=1)[OH:29]. (4) Given the reactants [C:1]1([CH:7]2[CH2:9][CH:8]2[C:10]([OH:12])=[O:11])[CH:6]=[CH:5][CH:4]=[CH:3][CH:2]=1.OS(O)(=O)=O.[CH3:18]O, predict the reaction product. The product is: [CH3:18][O:11][C:10]([CH:8]1[CH2:9][CH:7]1[C:1]1[CH:6]=[CH:5][CH:4]=[CH:3][CH:2]=1)=[O:12]. (5) Given the reactants [CH2:1]([N:3]([CH2:30][CH3:31])[CH2:4][CH2:5][NH:6][C:7]([C:9]1[C:17]2[CH2:16][CH2:15][CH2:14]/[C:13](=[C:18]3/[C:19](=[O:28])[NH:20][C:21]4[C:26]/3=[CH:25][C:24]([F:27])=[CH:23][CH:22]=4)/[C:12]=2[NH:11][C:10]=1[CH3:29])=[O:8])[CH3:2].C(#N)C.[C:35]([OH:45])(=[O:44])[C@H:36]([C:38]1[CH:43]=[CH:42][CH:41]=[CH:40][CH:39]=1)[OH:37], predict the reaction product. The product is: [C:35]([OH:45])(=[O:44])[C@H:36]([C:38]1[CH:43]=[CH:42][CH:41]=[CH:40][CH:39]=1)[OH:37].[CH2:30]([N:3]([CH2:1][CH3:2])[CH2:4][CH2:5][NH:6][C:7]([C:9]1[C:17]2[CH2:16][CH2:15][CH2:14]/[C:13](=[C:18]3/[C:19](=[O:28])[NH:20][C:21]4[C:26]/3=[CH:25][C:24]([F:27])=[CH:23][CH:22]=4)/[C:12]=2[NH:11][C:10]=1[CH3:29])=[O:8])[CH3:31].